From a dataset of Reaction yield outcomes from USPTO patents with 853,638 reactions. Predict the reaction yield, written as a fraction of the theoretical maximum amount of product (1.0 means a 100% yield; for example, 0.34 means a 34% yield). The product is [CH2:40]([N:47]1[CH2:52][CH2:51][N:50]([C:14]([O:10][CH2:9][CH:3]2[CH2:4][N:5]([CH3:8])[CH2:6][CH2:7][N:2]2[CH3:1])=[O:15])[CH2:49][CH2:48]1)[C:41]1[CH:42]=[CH:43][CH:44]=[CH:45][CH:46]=1. The yield is 0.263. The reactants are [CH3:1][N:2]1[CH2:7][CH2:6][N:5]([CH3:8])[CH2:4][CH:3]1[CH2:9][OH:10].CN1CC[O:15][CH2:14]C1.C1C([N+]([O-])=O)=CC=C([Cl-]C([O-])=O)C=1.CCN(C(C)C)C(C)C.[CH2:40]([N:47]1[CH2:52][CH2:51][NH:50][CH2:49][CH2:48]1)[C:41]1[CH:46]=[CH:45][CH:44]=[CH:43][CH:42]=1. The catalyst is C(Cl)Cl.